Dataset: Full USPTO retrosynthesis dataset with 1.9M reactions from patents (1976-2016). Task: Predict the reactants needed to synthesize the given product. (1) The reactants are: S(=O)(=O)(O)O.[Cl:6][C:7]1[CH:20]=[CH:19][C:10]2[C:11]([C:14]([O:16]CC)=O)=[N:12][O:13][C:9]=2[CH:8]=1.C(Cl)(=O)C(Cl)=O.[NH2:27][C:28]1[CH:40]=[CH:39][C:38]([Br:41])=[CH:37][C:29]=1[C:30]([O:32]C(C)(C)C)=[O:31].C(O)(C(F)(F)F)=O. Given the product [Br:41][C:38]1[CH:39]=[CH:40][C:28]([NH:27][C:14]([C:11]2[C:10]3[CH:19]=[CH:20][C:7]([Cl:6])=[CH:8][C:9]=3[O:13][N:12]=2)=[O:16])=[C:29]([CH:37]=1)[C:30]([OH:32])=[O:31], predict the reactants needed to synthesize it. (2) Given the product [CH3:1][O:2][C:3](=[O:14])[CH:4]([O:6][C:7]1[CH:12]=[CH:11][C:10]([NH:13][C:31](=[O:32])[CH2:30][O:29][CH2:22][C:23]2[CH:28]=[CH:27][CH:26]=[CH:25][CH:24]=2)=[CH:9][CH:8]=1)[CH3:5], predict the reactants needed to synthesize it. The reactants are: [CH3:1][O:2][C:3](=[O:14])[CH:4]([O:6][C:7]1[CH:12]=[CH:11][C:10]([NH2:13])=[CH:9][CH:8]=1)[CH3:5].C(N(CC)CC)C.[CH2:22]([O:29][CH2:30][C:31](Cl)=[O:32])[C:23]1[CH:28]=[CH:27][CH:26]=[CH:25][CH:24]=1. (3) Given the product [Br:7][C:6]1[CH:5]=[N:4][N:3]([CH3:8])[C:2]=1[NH:1][C:19]1[CH:20]=[CH:21][C:16]([O:9][C:10]2[CH:15]=[CH:14][CH:13]=[CH:12][CH:11]=2)=[CH:17][CH:18]=1, predict the reactants needed to synthesize it. The reactants are: [NH2:1][C:2]1[N:3]([CH3:8])[N:4]=[CH:5][C:6]=1[Br:7].[O:9]([C:16]1[CH:21]=[CH:20][C:19](B(O)O)=[CH:18][CH:17]=1)[C:10]1[CH:15]=[CH:14][CH:13]=[CH:12][CH:11]=1.C(N(CC)CC)C. (4) Given the product [C:1]([C:3]1[CH:8]=[CH:7][C:6]([CH:9]2[N:14]3[C:15](=[O:18])[NH:16][N:17]=[C:13]3[N:12]([C:19]3[CH:24]=[CH:23][CH:22]=[C:21]([C:25]([F:28])([F:27])[F:26])[CH:20]=3)[C:11]([CH3:29])=[C:10]2[C:30]#[N:32])=[CH:5][CH:4]=1)#[N:2], predict the reactants needed to synthesize it. The reactants are: [C:1]([C:3]1[CH:8]=[CH:7][C:6]([CH:9]2[N:14]3[C:15](=[O:18])[NH:16][N:17]=[C:13]3[N:12]([C:19]3[CH:24]=[CH:23][CH:22]=[C:21]([C:25]([F:28])([F:27])[F:26])[CH:20]=3)[C:11]([CH3:29])=[C:10]2[C:30]([NH2:32])=O)=[CH:5][CH:4]=1)#[N:2].CC[N+](S(N=C(OC)[O-])(=O)=O)(CC)CC. (5) Given the product [N+:16]([N:7]1[CH:8]=[C:4]([N+:1]([O-:3])=[O:2])[N:5]=[CH:6]1)([O-:18])=[O:17], predict the reactants needed to synthesize it. The reactants are: [N+:1]([C:4]1[N:5]=[CH:6][NH:7][CH:8]=1)([O-:3])=[O:2].C(OC(=O)C)(=O)C.[N+:16]([O-])([OH:18])=[O:17]. (6) Given the product [Cl:2][C:3]1[CH:15]=[CH:14][C:6]([O:7][CH:8]2[CH2:9][CH2:10][N:11]([C:23]([C:22]3[CH:21]=[C:20]([CH:28]=[CH:27][CH:26]=3)[C:18]([O:17][CH3:16])=[O:19])=[O:24])[CH2:12][CH2:13]2)=[CH:5][CH:4]=1, predict the reactants needed to synthesize it. The reactants are: Cl.[Cl:2][C:3]1[CH:15]=[CH:14][C:6]([O:7][CH:8]2[CH2:13][CH2:12][NH:11][CH2:10][CH2:9]2)=[CH:5][CH:4]=1.[CH3:16][O:17][C:18]([C:20]1[CH:21]=[C:22]([CH:26]=[CH:27][CH:28]=1)[C:23](O)=[O:24])=[O:19].C(N(CC)C(C)C)(C)C.CN(C(ON1N=NC2C=CC=CC1=2)=[N+](C)C)C.F[P-](F)(F)(F)(F)F. (7) Given the product [CH3:14][O:13][C:11]1[CH:10]=[CH:9][C:8]2[C:15]([C:17]3[CH:22]=[CH:21][C:20]([O:23][CH3:24])=[CH:19][C:18]=3[CH3:25])=[N:4][O:5][C:7]=2[CH:12]=1, predict the reactants needed to synthesize it. The reactants are: [H-].[Na+].Cl.[NH2:4][OH:5].F[C:7]1[CH:12]=[C:11]([O:13][CH3:14])[CH:10]=[CH:9][C:8]=1[C:15]([C:17]1[CH:22]=[CH:21][C:20]([O:23][CH3:24])=[CH:19][C:18]=1[CH3:25])=O.O. (8) Given the product [CH:28]1([C:2]2[C:8]3[CH:9]=[CH:10][CH:11]=[CH:12][C:7]=3[S:6][C:5]3[CH:13]=[CH:14][C:15]([C:17](=[O:22])[CH2:18][CH2:19][CH2:20][CH3:21])=[CH:16][C:4]=3[N:3]=2)[CH2:33][CH2:32][CH2:31][CH2:30][CH2:29]1, predict the reactants needed to synthesize it. The reactants are: Cl[C:2]1[C:8]2[CH:9]=[CH:10][CH:11]=[CH:12][C:7]=2[S:6][C:5]2[CH:13]=[CH:14][C:15]([C:17](=[O:22])[CH2:18][CH2:19][CH2:20][CH3:21])=[CH:16][C:4]=2[N:3]=1.C1COCC1.[CH:28]1([Mg]Cl)[CH2:33][CH2:32][CH2:31][CH2:30][CH2:29]1.